Dataset: Catalyst prediction with 721,799 reactions and 888 catalyst types from USPTO. Task: Predict which catalyst facilitates the given reaction. (1) Reactant: [Cl:1][C:2]1[CH:7]=[C:6]([CH2:8]O)[CH:5]=[C:4]([O:10][CH3:11])[N:3]=1.S(Cl)([Cl:14])=O. Product: [ClH:1].[Cl:1][C:2]1[CH:7]=[C:6]([CH2:8][Cl:14])[CH:5]=[C:4]([O:10][CH3:11])[N:3]=1. The catalyst class is: 4. (2) Product: [CH3:1][C:2]([NH:14][C:11](=[O:15])[CH2:12][CH3:13])([CH3:10])[CH2:3][C:4]1[CH:9]=[CH:8][CH:7]=[CH:6][CH:5]=1. The catalyst class is: 6. Reactant: [CH3:1][C:2]([CH3:10])=[CH:3][C:4]1[CH:9]=[CH:8][CH:7]=[CH:6][CH:5]=1.[C:11](#[N:14])[CH2:12][CH3:13].[OH-:15].[Na+]. (3) Reactant: [OH:1][C:2]1[CH:7]=[C:6]([OH:8])[CH:5]=[CH:4][C:3]=1[C:9](=[O:18])[CH2:10][C:11]1[CH:16]=[CH:15][C:14]([OH:17])=[CH:13][CH:12]=1.B(F)(F)F.O(CC)[CH2:24]C.CS(Cl)(=O)=O. Product: [OH:8][C:6]1[CH:7]=[C:2]2[C:3]([C:9](=[O:18])[C:10]([C:11]3[CH:16]=[CH:15][C:14]([OH:17])=[CH:13][CH:12]=3)=[CH:24][O:1]2)=[CH:4][CH:5]=1. The catalyst class is: 3. (4) Reactant: F[C:2]1[CH:7]=[C:6]([C:8]2[CH:37]=[CH:36][C:11]3[N:12]([C:15]4[S:19][C:18]([C:20]([NH2:22])=[O:21])=[C:17]([O:23][C@@H:24]([C:26]5[CH:31]=[CH:30][CH:29]=[CH:28][C:27]=5[C:32]([F:35])([F:34])[F:33])[CH3:25])[CH:16]=4)[CH:13]=[N:14][C:10]=3[CH:9]=2)[CH:5]=[CH:4][N:3]=1.[CH3:38][N:39]([CH3:44])[CH2:40][CH2:41][NH:42][CH3:43].CCO. Product: [CH3:38][N:39]([CH3:44])[CH2:40][CH2:41][N:42]([CH3:43])[C:2]1[CH:7]=[C:6]([C:8]2[CH:37]=[CH:36][C:11]3[N:12]([C:15]4[S:19][C:18]([C:20]([NH2:22])=[O:21])=[C:17]([O:23][C@@H:24]([C:26]5[CH:31]=[CH:30][CH:29]=[CH:28][C:27]=5[C:32]([F:33])([F:35])[F:34])[CH3:25])[CH:16]=4)[CH:13]=[N:14][C:10]=3[CH:9]=2)[CH:5]=[CH:4][N:3]=1. The catalyst class is: 25. (5) Reactant: [CH:1]([CH:5]1[C:14]2[C:9](=[CH:10][CH:11]=[CH:12][CH:13]=2)[C:7](=[O:8])[O:6]1)=[CH:2][CH2:3][CH3:4].C[OH:16].[OH-].[Na+]. Product: [C:5]([C:14]1[CH:13]=[CH:12][CH:11]=[CH:10][C:9]=1[C:7]([OH:6])=[O:8])(=[O:16])[CH2:1][CH2:2][CH2:3][CH3:4]. The catalyst class is: 6.